This data is from Reaction yield outcomes from USPTO patents with 853,638 reactions. The task is: Predict the reaction yield, written as a fraction of the theoretical maximum amount of product (1.0 means a 100% yield; for example, 0.34 means a 34% yield). (1) The reactants are [Br:1][C:2]1[CH:7]=[CH:6][C:5]([S:8](Cl)(=[O:10])=[O:9])=[CH:4][CH:3]=1.[CH:12]([N:15]1[CH2:20][CH2:19][NH:18][CH2:17][CH2:16]1)([CH3:14])[CH3:13]. No catalyst specified. The product is [Br:1][C:2]1[CH:7]=[CH:6][C:5]([S:8]([N:18]2[CH2:19][CH2:20][N:15]([CH:12]([CH3:14])[CH3:13])[CH2:16][CH2:17]2)(=[O:10])=[O:9])=[CH:4][CH:3]=1. The yield is 0.970. (2) The reactants are [F:1][C:2]1[CH:3]=[C:4]([OH:16])[CH:5]=[C:6]([F:15])[C:7]=1[C:8]([CH3:14])([CH3:13])[C:9]([F:12])([F:11])[F:10].Br[CH2:18][C:19]([O:21][CH2:22][CH3:23])=[O:20].C(=O)([O-])[O-].[K+].[K+]. The catalyst is CC(C)=O. The product is [CH2:22]([O:21][C:19](=[O:20])[CH2:18][O:16][C:4]1[CH:3]=[C:2]([F:1])[C:7]([C:8]([CH3:13])([CH3:14])[C:9]([F:11])([F:12])[F:10])=[C:6]([F:15])[CH:5]=1)[CH3:23]. The yield is 0.870. (3) The reactants are Cl.C(N=C=NCCCN(C)C)C.Cl.Cl.[Cl:15][C:16]1[CH:17]=[N:18][C:19]([O:22][CH:23]2[CH2:28][CH2:27][N:26]([C:29](=[O:35])[C@@H:30]([NH2:34])[CH:31]([CH3:33])[CH3:32])[CH2:25][CH2:24]2)=[N:20][CH:21]=1.[OH:36][C:37]1[C:38]([C:47](O)=[O:48])=[N:39][C:40]2[C:45]([N:46]=1)=[CH:44][CH:43]=[CH:42][CH:41]=2.O.ON1C2C=CC=CC=2N=N1.CN1CCOCC1. The catalyst is O.C(Cl)Cl. The product is [Cl:15][C:16]1[CH:17]=[N:18][C:19]([O:22][CH:23]2[CH2:28][CH2:27][N:26]([C:29]([C@@H:30]([NH:34][C:47]([C:38]3[C:37]([OH:36])=[N:46][C:45]4[C:40](=[CH:41][CH:42]=[CH:43][CH:44]=4)[N:39]=3)=[O:48])[CH:31]([CH3:33])[CH3:32])=[O:35])[CH2:25][CH2:24]2)=[N:20][CH:21]=1. The yield is 0.790. (4) The yield is 0.635. The product is [NH2:27][C:12]1[N:13]=[C:14]([CH3:26])[C:15]2=[C:10]([CH2:9][C@H:8]([C:5]3[CH:6]=[CH:7][C:2]([F:1])=[CH:3][C:4]=3[C:28]3[CH:33]=[CH:32][CH:31]=[C:30]([O:34][CH3:35])[N:29]=3)[NH:17]/[C:16]/2=[N:18]\[OH:19])[N:11]=1. The catalyst is O1CCOCC1. The reactants are [F:1][C:2]1[CH:7]=[CH:6][C:5]([C@@H:8]2[N:17]=[C:16]([NH:18][O:19]C3CCCCO3)[C:15]3[C:14]([CH3:26])=[N:13][C:12]([NH2:27])=[N:11][C:10]=3[CH2:9]2)=[C:4]([C:28]2[CH:33]=[CH:32][CH:31]=[C:30]([O:34][CH3:35])[N:29]=2)[CH:3]=1.Cl. (5) The reactants are [CH3:1][C:2]([O:5][C:6]([NH:8][CH:9]([C:15]([OH:17])=[O:16])[CH2:10][CH2:11][CH2:12][CH2:13][NH2:14])=[O:7])([CH3:4])[CH3:3].[CH3:18][C:19]([O:22][C:23]([NH:25]/[C:26](/N1N=CC=C1)=[N:27]/[C:28]([O:30][C:31]([CH3:34])([CH3:33])[CH3:32])=[O:29])=[O:24])([CH3:21])[CH3:20].C(N(CC)CC)C. The catalyst is C(Cl)Cl. The product is [C:31]([O:30][C:28]([N:27]=[C:26]([NH:25][C:23]([O:22][C:19]([CH3:21])([CH3:20])[CH3:18])=[O:24])[NH:14][CH2:13][CH2:12][CH2:11][CH2:10][C@H:9]([NH:8][C:6]([O:5][C:2]([CH3:1])([CH3:3])[CH3:4])=[O:7])[C:15]([OH:17])=[O:16])=[O:29])([CH3:34])([CH3:33])[CH3:32]. The yield is 0.910. (6) The reactants are [CH3:1][C:2]1[C:7]2[N:8]=[C:9]([NH2:12])[N:10]=[N:11][C:6]=2[CH:5]=[C:4]([C:13]2[C:14]([CH3:19])=[N:15][O:16][C:17]=2[CH3:18])[CH:3]=1.S(=O)(=O)(O)N.[CH3:25][O:26][C:27]1[CH:32]=[CH:31][C:30](N)=[CH:29][CH:28]=1. The yield is 0.320. The product is [CH3:19][C:14]1[C:13]([C:4]2[CH:3]=[C:2]([CH3:1])[C:7]3[N:8]=[C:9]([NH:12][C:30]4[CH:31]=[CH:32][C:27]([O:26][CH3:25])=[CH:28][CH:29]=4)[N:10]=[N:11][C:6]=3[CH:5]=2)=[C:17]([CH3:18])[O:16][N:15]=1. No catalyst specified. (7) The reactants are [Br-:1].[C:2]([CH:4]([C:6]1[O:7][CH:8]=[CH:9][CH:10]=1)[NH3+:5])#[N:3].[Br:11]Br.C([O-])(=O)C.[Na+].OS([O-])=O.[Na+]. The catalyst is O.CO. The product is [Br:1][C:10]1[CH:9]=[C:8]([Br:11])[N:5]=[C:4]([C:2]#[N:3])[C:6]=1[OH:7]. The yield is 0.700. (8) The reactants are [Cl:1][C:2]1[N:7]=[N:6][C:5]([NH2:8])=[CH:4][C:3]=1[CH3:9].Cl[CH2:11][CH:12]=O. The catalyst is C(O)CCC. The product is [Cl:1][C:2]1[C:3]([CH3:9])=[CH:4][C:5]2[N:6]([CH:11]=[CH:12][N:8]=2)[N:7]=1. The yield is 0.334. (9) The reactants are [C:1]1([C:7]#[C:8]/[CH:9]=[CH:10]/[CH2:11]O)[CH:6]=[CH:5][CH:4]=[CH:3][CH:2]=1.C(N(CC)CC)C.CS([Cl:24])(=O)=O. The catalyst is ClCCl. The product is [Cl:24][CH2:11]/[CH:10]=[CH:9]/[C:8]#[C:7][C:1]1[CH:6]=[CH:5][CH:4]=[CH:3][CH:2]=1. The yield is 0.820.